From a dataset of Full USPTO retrosynthesis dataset with 1.9M reactions from patents (1976-2016). Predict the reactants needed to synthesize the given product. (1) Given the product [Br:17][C:14]1[C:5]([CH2:4][C:1]([OH:3])=[O:2])=[CH:6][C:7]([O:15][CH3:16])=[C:8]([CH:13]=1)[C:9]([O:11][CH3:12])=[O:10], predict the reactants needed to synthesize it. The reactants are: [C:1]([CH2:4][C:5]1[CH:14]=[CH:13][C:8]([C:9]([O:11][CH3:12])=[O:10])=[C:7]([O:15][CH3:16])[CH:6]=1)([OH:3])=[O:2].[Br:17]Br.CCCCCC. (2) Given the product [C:1]([O:5][C:6]([N:8]1[CH2:13][CH2:12][N:11]([C:14]([C:16]2[C:20]3=[N:21][CH:22]=[CH:23][CH:24]=[C:19]3[N:18]([C:25]3[CH:30]=[CH:29][CH:28]=[CH:27][CH:26]=3)[C:17]=2[O:31][C:32]2[C:33]([CH3:39])=[CH:34][CH:35]=[CH:36][C:37]=2[CH3:38])=[O:15])[CH2:10][CH:9]1[CH2:40][C:41](=[O:43])[NH:46][CH3:45])=[O:7])([CH3:2])([CH3:3])[CH3:4], predict the reactants needed to synthesize it. The reactants are: [C:1]([O:5][C:6]([N:8]1[CH2:13][CH2:12][N:11]([C:14]([C:16]2[C:20]3=[N:21][CH:22]=[CH:23][CH:24]=[C:19]3[N:18]([C:25]3[CH:30]=[CH:29][CH:28]=[CH:27][CH:26]=3)[C:17]=2[O:31][C:32]2[C:37]([CH3:38])=[CH:36][CH:35]=[CH:34][C:33]=2[CH3:39])=[O:15])[CH2:10][CH:9]1[CH2:40][C:41]([O:43]C)=O)=[O:7])([CH3:4])([CH3:3])[CH3:2].[CH3:45][NH2:46].C(O)(=O)CC(CC(O)=O)(C(O)=O)O.